Dataset: Catalyst prediction with 721,799 reactions and 888 catalyst types from USPTO. Task: Predict which catalyst facilitates the given reaction. (1) Reactant: [C:1]1([CH3:13])[CH:6]=[CH:5][C:4]([C:7]2([C:10]([OH:12])=O)[CH2:9][CH2:8]2)=[CH:3][CH:2]=1.S(Cl)(Cl)=O.[CH2:18]([NH2:25])[CH2:19][CH2:20][CH2:21][CH2:22][CH2:23][CH3:24].C(N(CC)C(C)C)(C)C.Cl. Product: [CH2:18]([NH:25][C:10]([C:7]1([C:4]2[CH:3]=[CH:2][C:1]([CH3:13])=[CH:6][CH:5]=2)[CH2:8][CH2:9]1)=[O:12])[CH2:19][CH2:20][CH2:21][CH2:22][CH2:23][CH3:24]. The catalyst class is: 452. (2) Reactant: [N:1]1([CH2:7][C:8]2[CH:9]=[C:10]3[C:18](=[CH:19][CH:20]=2)[N:17]=[C:16]2[N:11]3[C:12](=[O:24])[NH:13][C:14]3[C:15]2=[N:21][NH:22][CH:23]=3)[CH2:6][CH2:5][O:4][CH2:3][CH2:2]1.[CH:25]1([NH2:28])[CH2:27][CH2:26]1.[Cl-].[Na+]. Product: [CH:25]1([NH:28][C:12]([NH:13][C:14]2[C:15]([C:16]3[NH:17][C:18]4[CH:19]=[CH:20][C:8]([CH2:7][N:1]5[CH2:2][CH2:3][O:4][CH2:5][CH2:6]5)=[CH:9][C:10]=4[N:11]=3)=[N:21][NH:22][CH:23]=2)=[O:24])[CH2:27][CH2:26]1. The catalyst class is: 60.